From a dataset of Peptide-MHC class II binding affinity with 134,281 pairs from IEDB. Regression. Given a peptide amino acid sequence and an MHC pseudo amino acid sequence, predict their binding affinity value. This is MHC class II binding data. The peptide sequence is KFIPALEAAVKQAYAATVAT. The MHC is HLA-DQA10501-DQB10301 with pseudo-sequence HLA-DQA10501-DQB10301. The binding affinity (normalized) is 0.815.